From a dataset of Experimentally validated miRNA-target interactions with 360,000+ pairs, plus equal number of negative samples. Binary Classification. Given a miRNA mature sequence and a target amino acid sequence, predict their likelihood of interaction. The miRNA is hsa-miR-548o-5p with sequence AAAAGUAAUUGCGGUUUUUGCC. The protein sequence of the target gene is MGFALERFAEAVDPALECKLCGQVLEEPLCTPCGHVFCASCLLPWAVRRRRCPLQCQPLAPGELYRVLPLRSLIQKLRVQCDYRARGCGHSVRLHELEAHVEHCDFGPARRLRSRGGCASGLGGGEVPARGGCGPTPRAGRGGGARGGPPGGRWGRGRGPGPRVLAWRRREKALLAQLWALQGEVQLTARRYQEKFTQYMAHVRNFVGDLGGGHRRDGEHKPFTIVLERENDTLGFNIIGGRPNQNNQEGTSTEGIYVSKILENGPADRADGLEIHDKIMEVNGKDLSKATHEEAVEAFR.... Result: 0 (no interaction).